This data is from Full USPTO retrosynthesis dataset with 1.9M reactions from patents (1976-2016). The task is: Predict the reactants needed to synthesize the given product. (1) Given the product [Br:1][C:2]1[S:6][C:5]([NH:7][C:33](=[O:40])[C:34]2[CH:39]=[CH:38][N:37]=[CH:36][CH:35]=2)=[N:4][C:3]=1[C:8]1[C:13]([CH3:14])=[CH:12][C:11]([O:15][C:16]2[CH:21]=[CH:20][C:19]([O:22][CH3:23])=[CH:18][CH:17]=2)=[CH:10][C:9]=1[CH3:24], predict the reactants needed to synthesize it. The reactants are: [Br:1][C:2]1[S:6][C:5]([NH2:7])=[N:4][C:3]=1[C:8]1[C:13]([CH3:14])=[CH:12][C:11]([O:15][C:16]2[CH:21]=[CH:20][C:19]([O:22][CH3:23])=[CH:18][CH:17]=2)=[CH:10][C:9]=1[CH3:24].C(N(CC)CC)C.Cl.[C:33](Cl)(=[O:40])[C:34]1[CH:39]=[CH:38][N:37]=[CH:36][CH:35]=1. (2) Given the product [CH:1]1([N:6]([CH3:33])[C:7]2[C:8]([CH3:32])=[C:9]([CH:23]=[C:24]([N:26]3[CH2:31][CH2:30][N:29]([CH3:36])[CH2:28][CH2:27]3)[CH:25]=2)[C:10]([NH:12][CH2:13][C:14]2[C:15](=[O:22])[NH:16][C:17]([CH3:21])=[CH:18][C:19]=2[CH3:20])=[O:11])[CH2:5][CH2:4][CH2:3][CH2:2]1, predict the reactants needed to synthesize it. The reactants are: [CH:1]1([N:6]([CH3:33])[C:7]2[C:8]([CH3:32])=[C:9]([CH:23]=[C:24]([N:26]3[CH2:31][CH2:30][NH:29][CH2:28][CH2:27]3)[CH:25]=2)[C:10]([NH:12][CH2:13][C:14]2[C:15](=[O:22])[NH:16][C:17]([CH3:21])=[CH:18][C:19]=2[CH3:20])=[O:11])[CH2:5][CH2:4][CH2:3][CH2:2]1.C=O.[C:36]([BH3-])#N.[Na+].